Dataset: Catalyst prediction with 721,799 reactions and 888 catalyst types from USPTO. Task: Predict which catalyst facilitates the given reaction. (1) Reactant: C(O)(C(F)(F)F)=O.[NH2:8][C:9](=[O:50])[CH:10]([C:12]1[CH:49]=[CH:48][CH:47]=[CH:46][C:13]=1[CH2:14][CH2:15][C:16]1[C:21]([C:22]([F:25])([F:24])[F:23])=[CH:20][N:19]=[C:18]([NH:26][C:27]2[CH:28]=[CH:29][C:30]([CH:33]3[CH2:38][CH2:37][N:36](C(OC(C)(C)C)=O)[CH2:35][CH2:34]3)=[N:31][CH:32]=2)[N:17]=1)[CH3:11]. Product: [NH:36]1[CH2:37][CH2:38][CH:33]([C:30]2[N:31]=[CH:32][C:27]([NH:26][C:18]3[N:17]=[C:16]([CH2:15][CH2:14][C:13]4[CH:46]=[CH:47][CH:48]=[CH:49][C:12]=4[CH:10]([CH3:11])[C:9]([NH2:8])=[O:50])[C:21]([C:22]([F:24])([F:23])[F:25])=[CH:20][N:19]=3)=[CH:28][CH:29]=2)[CH2:34][CH2:35]1. The catalyst class is: 2. (2) Reactant: [CH:1]1([C:4]([NH:6][NH:7][C:8]([C:10]2[CH:11]=[N:12][N:13]3[CH:18]=[CH:17][C:16]([N:19]4[CH2:23][CH2:22][CH2:21][CH:20]4[C:24]4[CH:29]=[C:28]([F:30])[CH:27]=[CH:26]C=4F)=[N:15][C:14]=23)=[O:9])=O)[CH2:3][CH2:2]1.N1C=CC=CC=1.S(OS([C:49]([F:52])(F)F)(=O)=O)(C(F)(F)F)(=O)=O. Product: [CH:1]1([C:4]2[O:9][C:8]([C:10]3[CH:11]=[N:12][N:13]4[CH:18]=[CH:17][C:16]([N:19]5[CH2:23][CH2:22][CH2:21][CH:20]5[C:24]5[CH:29]=[C:28]([F:30])[CH:27]=[CH:26][C:49]=5[F:52])=[N:15][C:14]=34)=[N:7][N:6]=2)[CH2:3][CH2:2]1. The catalyst class is: 2. (3) Reactant: [CH:1]1([C:4]2[NH:8][N:7]=[C:6]([NH:9][C:10]3[C:15]([C:16]#[C:17][Si](C)(C)C)=[CH:14][N:13]=[C:12]([N:22]4[CH2:27][CH2:26][CH2:25][CH2:24][CH2:23]4)[N:11]=3)[CH:5]=2)[CH2:3][CH2:2]1.C([O-])([O-])=O.[K+].[K+]. Product: [CH:1]1([C:4]2[NH:8][N:7]=[C:6]([NH:9][C:10]3[C:15]([C:16]#[CH:17])=[CH:14][N:13]=[C:12]([N:22]4[CH2:23][CH2:24][CH2:25][CH2:26][CH2:27]4)[N:11]=3)[CH:5]=2)[CH2:3][CH2:2]1. The catalyst class is: 14. (4) Reactant: C[O:2][C:3]([C:5]1[C:10]([C:11]2[CH:16]=[CH:15][CH:14]=[C:13]([C:17]([F:20])([F:19])[F:18])[CH:12]=2)=[CH:9][C:8]([CH3:21])=[C:7]([C:22]([N:24]2[CH2:29][CH2:28][CH:27]([N:30]3[CH2:34][CH2:33][CH2:32][CH2:31]3)[CH2:26][CH2:25]2)=[O:23])[N:6]=1)=[O:4].[OH-].[Li+]. Product: [CH3:21][C:8]1[CH:9]=[C:10]([C:11]2[CH:16]=[CH:15][CH:14]=[C:13]([C:17]([F:19])([F:18])[F:20])[CH:12]=2)[C:5]([C:3]([OH:4])=[O:2])=[N:6][C:7]=1[C:22]([N:24]1[CH2:25][CH2:26][CH:27]([N:30]2[CH2:31][CH2:32][CH2:33][CH2:34]2)[CH2:28][CH2:29]1)=[O:23]. The catalyst class is: 36. (5) The catalyst class is: 812. Reactant: [CH2:1]([O:8][CH2:9][CH:10]1[CH2:15][CH2:14][C:13](=O)[CH:12]=[C:11]1[N:17]1[CH:21]=[CH:20][N:19]=[CH:18]1)[C:2]1[CH:7]=[CH:6][CH:5]=[CH:4][CH:3]=1.N.[BH4-].[Na+].CC[N:27](CC)CC.[CH3:32][C:33]([O:36][C:37]([O:39]C(OC(C)(C)C)=O)=O)([CH3:35])[CH3:34]. Product: [CH2:1]([O:8][CH2:9][CH:10]1[CH2:15][CH2:14][CH:13]([NH:27][C:37](=[O:39])[O:36][C:33]([CH3:35])([CH3:34])[CH3:32])[CH:12]=[C:11]1[N:17]1[CH:21]=[CH:20][N:19]=[CH:18]1)[C:2]1[CH:7]=[CH:6][CH:5]=[CH:4][CH:3]=1.